From a dataset of Peptide-MHC class II binding affinity with 134,281 pairs from IEDB. Regression. Given a peptide amino acid sequence and an MHC pseudo amino acid sequence, predict their binding affinity value. This is MHC class II binding data. (1) The peptide sequence is VGSLQYLALTALITPKK. The MHC is DRB1_1001 with pseudo-sequence DRB1_1001. The binding affinity (normalized) is 0.973. (2) The peptide sequence is ATAANAAPANDKFTV. The MHC is HLA-DQA10501-DQB10201 with pseudo-sequence HLA-DQA10501-DQB10201. The binding affinity (normalized) is 0.154.